From a dataset of Forward reaction prediction with 1.9M reactions from USPTO patents (1976-2016). Predict the product of the given reaction. (1) Given the reactants [CH2:1]([O:5][C:6]1[N:14]=[C:13]2[C:9]([N:10]=[C:11]([O:23]C)[N:12]2[CH2:15][CH2:16][CH:17]2[CH2:22][CH2:21][NH:20][CH2:19][CH2:18]2)=[C:8]([NH2:25])[N:7]=1)[CH2:2][CH2:3][CH3:4].I[CH2:27][CH:28]1[CH2:32][CH2:31][CH2:30][CH2:29]1, predict the reaction product. The product is: [NH2:25][C:8]1[N:7]=[C:6]([O:5][CH2:1][CH2:2][CH2:3][CH3:4])[N:14]=[C:13]2[C:9]=1[NH:10][C:11](=[O:23])[N:12]2[CH2:15][CH2:16][CH:17]1[CH2:18][CH2:19][N:20]([CH2:27][CH:28]2[CH2:32][CH2:31][CH2:30][CH2:29]2)[CH2:21][CH2:22]1. (2) Given the reactants [CH3:1][O:2][C:3]1[CH:30]=[CH:29][C:6]([C:7]([NH:9][C@@H:10]([C:14]([N:16]2[CH2:21][CH2:20][CH:19]([CH:22]3[CH2:27][CH2:26][N:25]([CH3:28])[CH2:24][CH2:23]3)[CH2:18][CH2:17]2)=[O:15])[CH:11]([CH3:13])[CH3:12])=[O:8])=[CH:5][CH:4]=1.[ClH:31].CCOCC, predict the reaction product. The product is: [ClH:31].[CH3:1][O:2][C:3]1[CH:30]=[CH:29][C:6]([C:7]([NH:9][C@@H:10]([C:14]([N:16]2[CH2:17][CH2:18][CH:19]([CH:22]3[CH2:23][CH2:24][N:25]([CH3:28])[CH2:26][CH2:27]3)[CH2:20][CH2:21]2)=[O:15])[CH:11]([CH3:13])[CH3:12])=[O:8])=[CH:5][CH:4]=1. (3) Given the reactants C([O:3][C:4](=[O:45])[CH2:5][N:6]1[CH:11]([CH3:12])[CH2:10][N:9]([C:13]2[C:22]([O:23][CH3:24])=[C:21]3[C:16]([C:17](=[O:42])[C:18]([C:30]([NH:32][CH2:33][C:34]4[CH:39]=[CH:38][C:37]([Cl:40])=[CH:36][C:35]=4[Cl:41])=[O:31])=[CH:19][N:20]3[CH2:25][C:26]([F:29])([F:28])[F:27])=[CH:15][C:14]=2[F:43])[CH2:8][CH:7]1[CH3:44])C.[OH-].[Li+].CS(C)=O, predict the reaction product. The product is: [Cl:41][C:35]1[CH:36]=[C:37]([Cl:40])[CH:38]=[CH:39][C:34]=1[CH2:33][NH:32][C:30]([C:18]1[C:17](=[O:42])[C:16]2[C:21](=[C:22]([O:23][CH3:24])[C:13]([N:9]3[CH2:8][CH:7]([CH3:44])[N:6]([CH2:5][C:4]([OH:45])=[O:3])[CH:11]([CH3:12])[CH2:10]3)=[C:14]([F:43])[CH:15]=2)[N:20]([CH2:25][C:26]([F:27])([F:28])[F:29])[CH:19]=1)=[O:31]. (4) Given the reactants [Cl:1][C:2]1[C:10]2[N:9]=[C:8]([O:11][C:12]3[C:17]([CH3:18])=[CH:16][C:15]([Cl:19])=[CH:14][C:13]=3[Cl:20])[N:7]([CH3:21])[C:6]=2[C:5]([C:22](=O)[CH2:23][CH3:24])=[CH:4][CH:3]=1.[C:26](=O)([O-])O.[Na+], predict the reaction product. The product is: [Cl:1][C:2]1[C:10]2[N:9]=[C:8]([O:11][C:12]3[C:17]([CH3:18])=[CH:16][C:15]([Cl:19])=[CH:14][C:13]=3[Cl:20])[N:7]([CH3:21])[C:6]=2[C:5]([C:22](=[CH2:26])[CH2:23][CH3:24])=[CH:4][CH:3]=1. (5) Given the reactants Cl.[NH2:2][C@@:3]([C:15]1([C:18](O)=[O:19])[CH2:17][CH2:16]1)([C:5]1[CH:10]=[C:9]([N+:11]([O-:13])=[O:12])[CH:8]=[CH:7][C:6]=1[F:14])[CH3:4], predict the reaction product. The product is: [NH2:2][C@@:3]([C:15]1([CH2:18][OH:19])[CH2:16][CH2:17]1)([C:5]1[CH:10]=[C:9]([N+:11]([O-:13])=[O:12])[CH:8]=[CH:7][C:6]=1[F:14])[CH3:4]. (6) Given the reactants C([N:4]1[CH2:9][CH2:8][C:7]2([CH2:14][CH2:13][C:12]([C:20]3[CH:25]=[CH:24][CH:23]=[CH:22][CH:21]=3)([N:15]3[CH2:19][CH2:18][CH2:17][CH2:16]3)[CH2:11][CH2:10]2)[CH2:6][CH2:5]1)C=C.CN(C)C1(C2C=CC=CC=2)CCC2(CCNCC2)CC1, predict the reaction product. The product is: [C:20]1([C:12]2([N:15]3[CH2:16][CH2:17][CH2:18][CH2:19]3)[CH2:11][CH2:10][C:7]3([CH2:6][CH2:5][NH:4][CH2:9][CH2:8]3)[CH2:14][CH2:13]2)[CH:25]=[CH:24][CH:23]=[CH:22][CH:21]=1.